From a dataset of Forward reaction prediction with 1.9M reactions from USPTO patents (1976-2016). Predict the product of the given reaction. Given the reactants [N:1]1[C:10]2[C:5](=[CH:6][CH:7]=[CH:8][CH:9]=2)[C:4]([CH:11]=O)=[CH:3][CH:2]=1.[S:13]1[CH:17]=[CH:16][CH:15]=[C:14]1[CH2:18][C:19]#[N:20], predict the reaction product. The product is: [N:1]1[C:10]2[C:5](=[CH:6][CH:7]=[CH:8][CH:9]=2)[C:4](/[CH:11]=[C:18](/[C:14]2[S:13][CH:17]=[CH:16][CH:15]=2)\[C:19]#[N:20])=[CH:3][CH:2]=1.